Dataset: Human Reference Interactome with 51,813 positive PPI pairs across 8,248 proteins, plus equal number of experimentally-validated negative pairs. Task: Binary Classification. Given two protein amino acid sequences, predict whether they physically interact or not. (1) Protein 1 (ENSG00000219200) has sequence MKKCRFSLPSSALSRDDDASREDDNLGSWERWLGHYSHPCLDHLSQCHHLTPCSR*MGWLRPGPRPLCPPARASWAFSHRFPSPLAPRRSPTPFFMASLLCCGPKLAACGIVLSAWGVIMLIMLGIFFNVHSAVLIEDVPFTEKDFENGPQNIYNLYEQVSYNCFIAAGLYLLLGGFSFCQVRLNKRKEYMVR*MGWLRPGPRPLCPPARASWAFSHRFPSPLAPRRSPTPFFMASLLCCGPKLAACGIVLSAWGVIML*MASLLCCGPKLAACGIVLSAWGVIMLVRGLPDNARNIFQC.... Protein 2 (ENSG00000196268) has sequence MPGPPESLDMGPLTFRDVAIEFSLEEWQCLDTAQQDLYRKVMLENYRNLVFLAGIAVSKPDLVTCLEQGKDPWNMKGHSTVVKPPVETGFHRFSQDGLYLLTS*MNECNVHKEGYNELNQYLTTTQSKIFQCDKYVKVFHKLLNSNRHNTKHTGKKPFKCKKCGKSFCMLLHLCQHKRIHIRENSYRCEECGKAFIWFSTLTRHRRVHTGEKSYKYECGKSFNQDSNLTTHKRIHTGQKPYKCEECGTSFYQFSYLTRHKLIHTREKPYKCEQYGKTFNQSSTLTGHKIIHNGEKPYKCE.... Result: 0 (the proteins do not interact). (2) Protein 1 (ENSG00000120725) has sequence MAPQSLPSSRMAPLGMLLGLLMAACFTFCLSHQNLKEFALTNPEKSSTKETERKETKAEEELDAEVLEVFHPTHEWQALQPGQAVPAGSHVRLNLQTGEREAKLQYEDKFRNNLKGKRLDINTNTYTSQDLKSALAKFKEGAEMESSKEDKARQAEVKRLFRPIEELKKDFDELNVVIETDMQIMVRLINKFNSSSSSLEEKIAALFDLEYYVHQMDNAQDLLSFGGLQVVINGLNSTEPLVKEYAAFVLGAAFSSNPKVQVEAIEGGALQKLLVILATEQPLTAKKKVLFALCSLLRHF.... Protein 2 (ENSG00000166451) has sequence MDETVAEFIKRTILKIPMNELTTILKAWDFLSENQLQTVNFRQRKESVVQHLIHLCEEKRASISDAALLDIIYMQFHQHQKVWEVFQMSKGPGEDVDLFDMKQFKNSFKKILQRALKNVTVSFRETEENAVWIRIAWGTQYTKPNQYKPTYVVYYSQTPYAFTSSSMLRRNTPLLGQALTIASKHHQIVKMDLRSRYLDSLKAIVFKQYNQTFETHNSTTPLQERSLGLDINMDSRIIHENIVEKERVQRITQETFGDYPQPQLEFAQYKLETKFKSGLNGSILAEREEPLRCLIKFSSP.... Result: 0 (the proteins do not interact). (3) Protein 1 (ENSG00000113163) has sequence MSDNQSWNSSGSEEDPETESGPPVERCGVLSKWTNYIHGWQDRWVVLKNNALSYYKSEDETEYGCRGSICLSKAVITPHDFDECRFDISVNDSVWYLRAQDPDHRQQWIDAIEQHKTESGYGSESSLRRHGSMVSLVSGASGYSATSTSSFKKGHSLREKLAEMETFRDILCRQVDTLQKYFDACADAVSKDELQRDKVVEDDEDDFPTTRSDGDFLHSTNGNKEKLFPHVTPKGINGIDFKGEAITFKATTAGILATLSHCIELMVKREDSWQKRLDKETEKKRRTEEAYKNAMTELKK.... Protein 2 (ENSG00000124942) has sequence MEKEETTRELLLPNWQGSGSHGLTIAQRDDGVFVQEVTQNSPAARTGVVKEGDQIVGATIYFDNLQSGEVTQLLNTMGHHTVGLKLHRKGDRSPEPGQTWTREVFSSCSSEVVLNTPQPSALECKDQNKQKEASSQAGAVSVSTPNAGL*MEKEETTRELLLPNWQGSGSHGLTIAQRDDGVFVQEVTQNSPAARTGVVKEGDQIVGATIYFDNLQSGEVTQLLNTMGHHTVGLKLHRKGDRSPEPGQTWTREVFSSCSSEVVLSGDDEEYQRIYTTKIKPRLKSEDGVEGDLGETQSRT.... Result: 0 (the proteins do not interact). (4) Protein 1 (ENSG00000141965) has sequence MDLRTAVYNAARDGKLQLLQKLLSGRSREELDELTGEVAGGGTPLLIAARYGHLDVVEYLVDRCGASVEAGGSVHFDGETIEGAPPLWAASAAGHLDVVRSLLRRGASVNRTTRTNSTPLRAACFDGHLEVVRYLVGEHQADLEVANRHGHTCLMISCYKGHREIARYLLEQGAQVNRRSAKGNTALHDCAESGSLEILQLLLGCKARMERDGYGMTPLLAASVTGHTNIVEYLIQEQPGQEQVAGGEAQPGLPQEDPSTSQGCAQPQGAPCCSSSPEEPLNGESYESCCPTSREAAVEA.... Protein 2 (ENSG00000197753) has sequence MVKLLPAQEAAKIYHTNYVRNSRAVGVMWGTLTICFSVLVMALFIQPYWIGDSVNTPQAGYFGLFSYCVGNVLSSELICKGGPLDFSSIPSRAFKTAMFFVALGMFLIIGSIICFSLFFICNTATVYKICAWMQLAAATGLMIGCLVYPDGWDSSEVRRMCGEQTGKYTLGHCTIRWAFMLAILSIGDALILSFLAFVLGYRQDKLLPDDYKADGTEEV*PQAGYFGLFSYCVGNVLSSELICKGGPLDFSSIPSRAFKTAMFFVALGMFLIIGSIICFSLFFICNTATVYKICAWMQLA.... Result: 0 (the proteins do not interact). (5) Protein 2 (ENSG00000189280) has sequence MNWSIFEGLLSGVNKYSTAFGRIWLSLVFIFRVLVYLVTAERVWSDDHKDFDCNTRQPGCSNVCFDEFFPVSHVRLWALQLILVTCPSLLVVMHVAYREVQEKRHREAHGENSGRLYLNPGKKRGGLWWTYVCSLVFKASVDIAFLYVFHSFYPKYILPPVVKCHADPCPNIVDCFISKPSEKNIFTLFMVATAAICILLNLVELIYLVSKRCHECLAARKAQAMCTGHHPHGTTSSCKQDDLLSGDLIFLGSDSHPPLLPDRPRDHVKKTIL*. Protein 1 (ENSG00000128284) has sequence MGLGQGWGWEASCFACLIRSCCQVVTFTFPFGFQGISQSLENVSGYYADARLEVGSTQLRTAGSCSHSFKRSFLEKKRFTEEATKYFRERVSPVHLQILLTNNEAWKRFVTAAELPRDEADALYEALKKLRTYAAIEDEYVQQKDEQFREWFLKEFPQVKRKIQESIEKLRALANGIEEVHRGCTISNVVSSSTGAASGIMSLAGLVLAPFTAGTSLALTAAGVGLGAASAVTGITTSIVEHSYTSSAEAEASRLTATSIDRLKVFKEVMRDITPNLLSLLNNYYEATQTIGSEIRAIRQ.... Result: 1 (the proteins interact). (6) Protein 1 (ENSG00000104886) has sequence MRYNEKELQALSRQPAEMAAELGMRGPKKGSVLKRRLVKLVVNFLFYFRTDEAEPVGALLLERCRVVREEPGTFSISFIEDPERKYHFECSSEEQCQEWMEALRRASYEFMRRSLIFYRNEIRKVTGKDPLEQFGISEEARFQLSGLQA*MRYNEKELQALSRQPAEMAAELGMRGPKKGSVLKRRLVKLVVNFLFYFRTDEAEPVGALLLERCRVVREEPGTFSISFIEDPERKYHFECSSEEQCQEWMEALRRASYEFMRRSLIFYRNEIRKVTGKKHQGTHDRPAPHRRACCEPWTA.... Protein 2 (ENSG00000164867) has sequence MGNLKSVAQEPGPPCGLGLGLGLGLCGKQGPATPAPEPSRAPASLLPPAPEHSPPSSPLTQPPEGPKFPRVKNWEVGSITYDTLSAQAQQDGPCTPRRCLGSLVFPRKLQGRPSPGPPAPEQLLSQARDFINQYYSSIKRSGSQAHEQRLQEVEAEVAATGTYQLRESELVFGAKQAWRNAPRCVGRIQWGKLQVFDARDCRSAQEMFTYICNHIKYATNRGNLRSAITVFPQRCPGRGDFRIWNSQLVRYAGYRQQDGSVRGDPANVEITELCIQHGWTPGNGRFDVLPLLLQAPDDPP.... Result: 0 (the proteins do not interact). (7) Protein 1 (ENSG00000112079) has sequence MAMTGSTPCSSMSNHTKERVTMTKVTLENFYSNLIAQHEEREMRQKKLEKVMEEEGLKDEEKRLRRSAHARKETEFLRLKRTRLGLEDFESLKVIGRGAFGEVRLVQKKDTGHVYAMKILRKADMLEKEQVGHIRAERDILVEADSLWVVKMFYSFQDKLNLYLIMEFLPGGDMMTLLMKKDTLTEEETQFYIAETVLAIDSIHQLGFIHRDIKPDNLLLDSKGHVKLSDFGLCTGLKKAHRTEFYRNLNHSLPSDFTFQNMNSKRKAETWKRNRRQLAFSTVGTPDYIAPEVFMQTGYN.... Protein 2 (ENSG00000136197) has sequence MSAHSMLCERIAIAKELIKRAESLSRSRKGGIEGGAKLCSKLKAELKFLQKVEAGKVAIKESHLQSTNLTHLRAIVESAENLEEVVSVLHVFGYTDTLGEKQTLVVDVVANGGHTWVKAIGRKAEALHNIWLGRGQYGDKSIIEQAEDFLQASHQQPVQYSNPHIIFAFYNSVSSPMAEKLKEMGISVRGDIVAVNALLDHPEELQPSESESDDEGPELLQVTRVDRENILASVAFPTEIKVDVCKRVNLDITTLITYVSALSYGGCHFIFKEKVLTEQAEQERKEQVLPQLEAFMKDKE.... Result: 0 (the proteins do not interact). (8) Protein 1 (ENSG00000117016) has sequence MFNGEPGPASSGASRNVVRSSSISGEICGSQQAGGGAGTTTAKKRRSSLGAKMVAIVGLTQWSKSTLQLPQPEGATKKLRSNIRRSTETGIAVEMRSRVTRQGSRESTDGSTNSNSSDGTFIFPTTRLGAESQFSDFLDGLGPAQIVGRQTLATPPMGDVHIAIMDRSGQLEVEVIEARGLTPKPGSKSLPATYIKVYLLENGACLAKKKTKMTKKTCDPLYQQALLFDEGPQGKVLQVIVWGDYGRMDHKCFMGMAQIMLDELDLSAAVTGWYKLFPTSSVADSTLGSLTRRLSQSSLE.... Protein 2 (ENSG00000277258) has sequence XPLPLKYRVQPACKRLTLATVPTPSEGTNTSGASESEARSPGQDRATASKSTRRQKPVSSDPTPTP*MCDVQVHKTRPLLSIRSDKTLQDIVYKLVPGLFKDEMKRRRDFYAAYPLTEVPNGSNEDRGEVLEQEKGALSDDEIVSLSIEFYEGARQGPGREEGPPGEWGWGQRENRGALPAMPSSHDRHASCQVSPQQDGCAQQVQGGGSVRGRATEGILHPHGHRLHLPLAAERASPPQVPCPASLQAAHPSHGAHPLRGHQHQRGVRV*MHRTTRIKITELNPHLMCALCGGYFIDAT.... Result: 0 (the proteins do not interact). (9) Protein 1 (ENSG00000122952) has sequence MEEAQRKRTQLREAFEQLQAKKQMAMEKRRAVQNQWQLQQEKHLQHLAEVSAEVRERKTGTQQELDRVFQKLGNLKQQAEQERDKLQRYQTFLQLLYTLQGKLLFPEAEAEAENLPDDKPQQPTRPQEQSTGDTMGRDPGVSFKAVGLQPAGDVNLP*MEAAETEAEAAALEVLAEVAGILEPVGLQEEAELPAKILVEFVVDSQKKDKLLCSQLQVADFLQNILAQEDTAKGLDPLASEDTSRQKAIAAKEQWKELKATYREHVEAIKIGLTKALTQMEEAQRKRTQLREAFEQLQAKK.... Protein 2 (ENSG00000151379) has sequence MDNLRETFLSLEDGLGSSDSPGLLSSWDWKDRAGPFELNQASPSQSLSPAPSLESYSSSPCPAVAGLPCEHGGASSGGSEGCSVGGASGLVEVDYNMLAFQPTHLQGGGGPKAQKGTKVRMSVQRRRKASEREKLRMRTLADALHTLRNYLPPVYSQRGQPLTKIQTLKYTIKYIGELTDLLNRGREPRAQSA*. Result: 1 (the proteins interact).